This data is from Catalyst prediction with 721,799 reactions and 888 catalyst types from USPTO. The task is: Predict which catalyst facilitates the given reaction. (1) Reactant: Cl[CH2:2][C:3]1[CH:4]=[C:5]2[C:9](=[C:10]([N+:12]([O-:14])=[O:13])[CH:11]=1)[NH:8][C:7]([C:15]1[S:16][CH2:17][C@@H:18]([CH2:20][O:21][C:22](=[O:27])[C:23]([CH3:26])([CH3:25])[CH3:24])[N:19]=1)=[CH:6]2.[CH:28]([N:31](C(C)C)[CH2:32]C)(C)C.CNC.O. Product: [CH3:28][N:31]([CH2:2][C:3]1[CH:4]=[C:5]2[C:9](=[C:10]([N+:12]([O-:14])=[O:13])[CH:11]=1)[NH:8][C:7]([C:15]1[S:16][CH2:17][C@@H:18]([CH2:20][O:21][C:22](=[O:27])[C:23]([CH3:26])([CH3:25])[CH3:24])[N:19]=1)=[CH:6]2)[CH3:32]. The catalyst class is: 16. (2) Reactant: [CH2:1]([C@@H:7]1[CH2:16][CH2:15][C:14]2[CH:13]=[C:12]([CH:17]3[CH2:21][CH2:20][C:19](=O)[CH2:18]3)[CH:11]=[CH:10][C:9]=2[CH2:8]1)[CH2:2][CH2:3][CH2:4][CH2:5][CH3:6].[Cl-].[NH4+:24].[C-:25]#[N:26].[Na+].N. Product: [NH2:24][C:19]1([C:25]#[N:26])[CH2:20][CH2:21][CH:17]([C:12]2[CH:11]=[CH:10][C:9]3[CH2:8][C@H:7]([CH2:1][CH2:2][CH2:3][CH2:4][CH2:5][CH3:6])[CH2:16][CH2:15][C:14]=3[CH:13]=2)[CH2:18]1. The catalyst class is: 138. (3) Reactant: [CH2:1]([N:5]([CH2:22][C:23]1[CH:34]=[CH:33][C:26]([O:27][CH2:28][C:29]([O:31]C)=[O:30])=[C:25]([CH3:35])[CH:24]=1)[C:6]1[CH:11]=[CH:10][CH:9]=[C:8]([C:12]2[CH:17]=[CH:16][C:15]([C:18]([F:21])([F:20])[F:19])=[CH:14][CH:13]=2)[N:7]=1)[CH2:2][CH2:3][CH3:4].[OH-].[Na+]. Product: [CH2:1]([N:5]([CH2:22][C:23]1[CH:34]=[CH:33][C:26]([O:27][CH2:28][C:29]([OH:31])=[O:30])=[C:25]([CH3:35])[CH:24]=1)[C:6]1[CH:11]=[CH:10][CH:9]=[C:8]([C:12]2[CH:13]=[CH:14][C:15]([C:18]([F:20])([F:19])[F:21])=[CH:16][CH:17]=2)[N:7]=1)[CH2:2][CH2:3][CH3:4]. The catalyst class is: 111. (4) Reactant: Cl[C:2]1[CH:7]=[C:6]([I:8])[CH:5]=[C:4]([Cl:9])[N:3]=1.[CH:10]1([NH2:16])[CH2:15][CH2:14][CH2:13][CH2:12][CH2:11]1. Product: [Cl:9][C:4]1[N:3]=[C:2]([NH:16][CH:10]2[CH2:15][CH2:14][CH2:13][CH2:12][CH2:11]2)[CH:7]=[C:6]([I:8])[CH:5]=1. The catalyst class is: 13. (5) Reactant: [C:1]([O:5][C:6]([N:8]1[CH2:13][CH2:12][CH:11]([O:14][CH2:15][C:16](O)=O)[CH2:10][CH2:9]1)=[O:7])([CH3:4])([CH3:3])[CH3:2].C(N(CC)CC)C.C(OC(Cl)=O)C(C)C.[N:34]1[CH:39]=[CH:38][C:37]([C:40]([NH:42][NH2:43])=[NH:41])=[CH:36][CH:35]=1. Product: [C:1]([O:5][C:6]([N:8]1[CH2:9][CH2:10][CH:11]([O:14][CH2:15][C:16]2[NH:41][C:40]([C:37]3[CH:38]=[CH:39][N:34]=[CH:35][CH:36]=3)=[N:42][N:43]=2)[CH2:12][CH2:13]1)=[O:7])([CH3:2])([CH3:3])[CH3:4]. The catalyst class is: 11.